From a dataset of Peptide-MHC class I binding affinity with 185,985 pairs from IEDB/IMGT. Regression. Given a peptide amino acid sequence and an MHC pseudo amino acid sequence, predict their binding affinity value. This is MHC class I binding data. (1) The peptide sequence is EVIPMFSAL. The MHC is HLA-B57:01 with pseudo-sequence HLA-B57:01. The binding affinity (normalized) is 0. (2) The peptide sequence is IYNEKVAGF. The MHC is HLA-A29:02 with pseudo-sequence HLA-A29:02. The binding affinity (normalized) is 0.0857. (3) The binding affinity (normalized) is 0. The MHC is HLA-B35:01 with pseudo-sequence HLA-B35:01. The peptide sequence is NSSRCWVSL. (4) The peptide sequence is GEVLSLDKL. The MHC is HLA-B44:02 with pseudo-sequence HLA-B44:02. The binding affinity (normalized) is 0.171. (5) The peptide sequence is LLLMRTSWAL. The MHC is HLA-A02:17 with pseudo-sequence HLA-A02:17. The binding affinity (normalized) is 0.747. (6) The peptide sequence is HEKGINPNY. The MHC is HLA-B46:01 with pseudo-sequence HLA-B46:01. The binding affinity (normalized) is 0.0847. (7) The peptide sequence is LRIVIYIV. The MHC is Mamu-B08 with pseudo-sequence Mamu-B08. The binding affinity (normalized) is 0.148. (8) The peptide sequence is SDYEGRLI. The MHC is H-2-Kk with pseudo-sequence H-2-Kk. The binding affinity (normalized) is 1.00.